This data is from Peptide-MHC class I binding affinity with 185,985 pairs from IEDB/IMGT. The task is: Regression. Given a peptide amino acid sequence and an MHC pseudo amino acid sequence, predict their binding affinity value. This is MHC class I binding data. The peptide sequence is YPKCDLVEL. The MHC is HLA-B07:02 with pseudo-sequence HLA-B07:02. The binding affinity (normalized) is 0.500.